This data is from Full USPTO retrosynthesis dataset with 1.9M reactions from patents (1976-2016). The task is: Predict the reactants needed to synthesize the given product. (1) Given the product [C:17]([O:16][C:14]([NH:13][CH2:12][CH:9]1[CH2:8][CH2:7][C:6](=[CH:5][C:4]([OH:21])=[O:3])[CH2:11][CH2:10]1)=[O:15])([CH3:20])([CH3:18])[CH3:19], predict the reactants needed to synthesize it. The reactants are: C([O:3][C:4](=[O:21])[CH:5]=[C:6]1[CH2:11][CH2:10][CH:9]([CH2:12][NH:13][C:14]([O:16][C:17]([CH3:20])([CH3:19])[CH3:18])=[O:15])[CH2:8][CH2:7]1)C.[OH-].[Na+]. (2) Given the product [Br:1][C:2]1[CH:10]=[CH:9][CH:8]=[C:7]([Si:11]([CH3:14])([CH3:13])[CH3:12])[C:3]=1[C:4]([NH:17][CH2:15][CH3:16])=[O:5], predict the reactants needed to synthesize it. The reactants are: [Br:1][C:2]1[CH:10]=[CH:9][CH:8]=[C:7]([Si:11]([CH3:14])([CH3:13])[CH3:12])[C:3]=1[C:4](Cl)=[O:5].[CH2:15]([NH2:17])[CH3:16]. (3) Given the product [C:36]([O:23][CH2:22][C@@H:21]([OH:24])[CH2:20][O:19][C:18]1[CH:17]=[CH:16][C:15]([C:12]([C:9]2[CH:8]=[CH:7][C:6]([O:5][CH2:4][C@H:3]([OH:27])[CH2:2][Cl:1])=[CH:11][CH:10]=2)([CH3:14])[CH3:13])=[CH:26][CH:25]=1)(=[O:38])[CH3:37], predict the reactants needed to synthesize it. The reactants are: [Cl:1][CH2:2][C@@H:3]([OH:27])[CH2:4][O:5][C:6]1[CH:11]=[CH:10][C:9]([C:12]([C:15]2[CH:26]=[CH:25][C:18]([O:19][CH2:20][C@H:21]([OH:24])[CH2:22][OH:23])=[CH:17][CH:16]=2)([CH3:14])[CH3:13])=[CH:8][CH:7]=1.N1C(C)=CC=CC=1C.[C:36](Cl)(=[O:38])[CH3:37]. (4) Given the product [CH3:7][NH:8][CH2:10][CH2:11][CH:12]([O:18][C:19]1[C:28]2[C:23](=[CH:24][CH:25]=[CH:26][CH:27]=2)[CH:22]=[CH:21][CH:20]=1)[C:13]1[S:14][CH:15]=[CH:16][CH:17]=1, predict the reactants needed to synthesize it. The reactants are: C(O[K])(C)(C)C.[CH3:7][N:8]([CH2:10][CH2:11][C@@H:12]([O:18][C:19]1[C:28]2[C:23](=[CH:24][CH:25]=[CH:26][CH:27]=2)[CH:22]=[CH:21][CH:20]=1)[C:13]1[S:14][CH:15]=[CH:16][CH:17]=1)C.